This data is from Catalyst prediction with 721,799 reactions and 888 catalyst types from USPTO. The task is: Predict which catalyst facilitates the given reaction. (1) Reactant: Cl.Cl.[NH2:3][C:4]1[C:8]([NH2:9])=[CH:7][S:6][CH:5]=1.C(N(CC)CC)C.Cl.[CH3:18][O:19][CH2:20][C:21](=N)OCC.C(=O)([O-])O.[Na+]. Product: [CH3:18][O:19][CH2:20][C:21]1[NH:3][C:4]2=[CH:5][S:6][CH:7]=[C:8]2[N:9]=1. The catalyst class is: 8. (2) Reactant: [CH2:1]([N:3]1[C:11]2[C:10](SC3C=CC(OC)=CC=3)=[CH:9][N:8]=[CH:7][C:6]=2[N:5]=[C:4]1[C:21]1[C:22]([NH2:26])=[N:23][O:24][N:25]=1)[CH3:2].[C:27](C1NC=CN=1)(C1NC=CN=1)=[O:28].[NH2:39][CH2:40][C@H:41]1[CH2:45][CH2:44][N:43]([C:46]([O:48][C:49]([CH3:52])([CH3:51])[CH3:50])=[O:47])[CH2:42]1. Product: [NH2:26][C:22]1[C:21]([C:4]2[N:3]([CH2:1][CH3:2])[C:11]3[C:10]([C:27]([NH:39][CH2:40][C@H:41]4[CH2:45][CH2:44][N:43]([C:46]([O:48][C:49]([CH3:52])([CH3:51])[CH3:50])=[O:47])[CH2:42]4)=[O:28])=[CH:9][N:8]=[CH:7][C:6]=3[N:5]=2)=[N:25][O:24][N:23]=1. The catalyst class is: 39. (3) Reactant: [CH2:1]=[C:2]1[C:14](=[O:15])[C:13]2[C:12]3[C:7](=[CH:8][CH:9]=[CH:10][CH:11]=3)[N:6]([CH2:16][C:17]3[CH:26]=[CH:25][C:20]([C:21]([O:23][CH3:24])=[O:22])=[CH:19][CH:18]=3)[C:5]=2[CH2:4][CH2:3]1.[CH3:27][C:28]1[NH:29][CH:30]=[CH:31][N:32]=1. Product: [CH3:27][C:28]1[N:29]([CH2:1][CH:2]2[C:14](=[O:15])[C:13]3[C:12]4[C:7](=[CH:8][CH:9]=[CH:10][CH:11]=4)[N:6]([CH2:16][C:17]4[CH:18]=[CH:19][C:20]([C:21]([O:23][CH3:24])=[O:22])=[CH:25][CH:26]=4)[C:5]=3[CH2:4][CH2:3]2)[CH:30]=[CH:31][N:32]=1. The catalyst class is: 11. (4) Reactant: Cl[C:2]1[O:3][C:4]([CH3:13])=[C:5]([C:7]2[CH:12]=[CH:11][CH:10]=[CH:9][CH:8]=2)[N:6]=1.[CH2:14]([NH2:17])[CH2:15][CH3:16]. Product: [CH3:13][C:4]1[O:3][C:2]([NH:17][CH2:14][CH2:15][CH3:16])=[N:6][C:5]=1[C:7]1[CH:12]=[CH:11][CH:10]=[CH:9][CH:8]=1. The catalyst class is: 8.